From a dataset of Catalyst prediction with 721,799 reactions and 888 catalyst types from USPTO. Predict which catalyst facilitates the given reaction. (1) Reactant: [O:1]=[C:2]1[C:10]2[C:5](=[CH:6][CH:7]=[CH:8][CH:9]=2)[C:4](=[O:11])[N:3]1[CH2:12][CH2:13][N:14]1[C:23]2[C:18](=[N:19][CH:20]=[C:21]([CH2:24][C:25]3[CH:30]=[CH:29][C:28]([F:31])=[CH:27][CH:26]=3)[CH:22]=2)[C:17]([OH:32])=[C:16]([C:33](OCC)=[O:34])[C:15]1=[O:38].[NH2:39][CH2:40][CH2:41][O:42][CH2:43][CH2:44][OH:45]. Product: [O:1]=[C:2]1[C:10]2[C:5](=[CH:6][CH:7]=[CH:8][CH:9]=2)[C:4](=[O:11])[N:3]1[CH2:12][CH2:13][N:14]1[C:23]2[C:18](=[N:19][CH:20]=[C:21]([CH2:24][C:25]3[CH:26]=[CH:27][C:28]([F:31])=[CH:29][CH:30]=3)[CH:22]=2)[C:17]([OH:32])=[C:16]([C:33]([NH:39][CH2:40][CH2:41][O:42][CH2:43][CH2:44][OH:45])=[O:34])[C:15]1=[O:38]. The catalyst class is: 14. (2) Reactant: [Br:1][CH2:2][C:3]([CH2:8][Br:9])([CH2:6][OH:7])[CH2:4][OH:5].[CH3:10][C:11]([CH3:13])=O.CC1C=CC(S(O)(=O)=O)=CC=1.O. Product: [Br:1][CH2:2][C:3]1([CH2:8][Br:9])[CH2:6][O:7][C:11]([CH3:13])([CH3:10])[O:5][CH2:4]1. The catalyst class is: 48. (3) Reactant: [F:1][C:2]1[CH:7]=[CH:6][CH:5]=[CH:4][C:3]=1[C:8]1[NH:9][CH:10]=[C:11]2[C:16]=1[CH2:15][CH2:14][CH2:13][C:12]2=[O:17].[H-].[Na+].[F:20][C:21]1[CH:22]=[C:23]([S:27](Cl)(=[O:29])=[O:28])[CH:24]=[CH:25][CH:26]=1.O. Product: [F:1][C:2]1[CH:7]=[CH:6][CH:5]=[CH:4][C:3]=1[C:8]1[N:9]([S:27]([C:23]2[CH:24]=[CH:25][CH:26]=[C:21]([F:20])[CH:22]=2)(=[O:29])=[O:28])[CH:10]=[C:11]2[C:16]=1[CH2:15][CH2:14][CH2:13][C:12]2=[O:17]. The catalyst class is: 9. (4) Reactant: [C:1]([OH:4])(=[O:3])[CH3:2].C(N(CC)CC)C.[C:12]([O:16][C:17](=[O:23])[CH:18](Br)[C:19]([CH3:21])=[O:20])([CH3:15])([CH3:14])[CH3:13].C([O-])(=O)C.C([NH+](CC)CC)C. Product: [C:12]([O:16][C:17](=[O:23])[CH:18]([O:4][C:1](=[O:3])[CH3:2])[C:19]([CH3:21])=[O:20])([CH3:15])([CH3:14])[CH3:13]. The catalyst class is: 3. (5) Reactant: [CH3:1][NH:2][CH3:3].[Cl:4][C:5]1[CH:10]=[CH:9][C:8]([C:11]2[S:15][C:14]([C:16](O)=[O:17])=[C:13]([C:19]3[CH:24]=[CH:23][C:22]([S:25](=[O:28])(=[O:27])[NH2:26])=[CH:21][CH:20]=3)[C:12]=2[CH3:29])=[CH:7][CH:6]=1.CN(C(ON1N=NC2C=CC=NC1=2)=[N+](C)C)C.F[P-](F)(F)(F)(F)F.CCN(C(C)C)C(C)C. Product: [Cl:4][C:5]1[CH:10]=[CH:9][C:8]([C:11]2[S:15][C:14]([C:16]([N:2]([CH3:3])[CH3:1])=[O:17])=[C:13]([C:19]3[CH:24]=[CH:23][C:22]([S:25](=[O:28])(=[O:27])[NH2:26])=[CH:21][CH:20]=3)[C:12]=2[CH3:29])=[CH:7][CH:6]=1. The catalyst class is: 56. (6) Reactant: [Br:1][C:2]1[CH:3]=[CH:4][C:5]([S:8](Cl)(=[O:10])=[O:9])=[N:6][CH:7]=1.[CH3:12][NH:13][CH:14]1[CH2:19][CH2:18][S:17](=[O:21])(=[O:20])[CH2:16][CH2:15]1.CCN(C(C)C)C(C)C. Product: [Br:1][C:2]1[CH:3]=[CH:4][C:5]([S:8]([N:13]([CH:14]2[CH2:19][CH2:18][S:17](=[O:21])(=[O:20])[CH2:16][CH2:15]2)[CH3:12])(=[O:10])=[O:9])=[N:6][CH:7]=1. The catalyst class is: 2. (7) Reactant: Br[C:2]1[S:34][C:5]2[N:6]=[C:7]([CH2:30][CH2:31][CH2:32][CH3:33])[N:8]=[C:9]([NH:10][C@H:11]([C:13]3[N:18]([C:19]4[CH:24]=[CH:23][CH:22]=[CH:21][CH:20]=4)[C:17](=[O:25])[C:16]4=[C:26]([CH3:29])[CH:27]=[CH:28][N:15]4[N:14]=3)[CH3:12])[C:4]=2[CH:3]=1.[C:35](=O)([O-])[O-].[K+].[K+].CB1OB(C)OB(C)O1. Product: [CH2:30]([C:7]1[N:8]=[C:9]([NH:10][C@H:11]([C:13]2[N:18]([C:19]3[CH:24]=[CH:23][CH:22]=[CH:21][CH:20]=3)[C:17](=[O:25])[C:16]3=[C:26]([CH3:29])[CH:27]=[CH:28][N:15]3[N:14]=2)[CH3:12])[C:4]2[CH:3]=[C:2]([CH3:35])[S:34][C:5]=2[N:6]=1)[CH2:31][CH2:32][CH3:33]. The catalyst class is: 73. (8) Reactant: ClC1N=C([N:8]([CH2:17][CH2:18][C:19]2[CH:20]=[N:21][CH:22]=[CH:23][CH:24]=2)[C:9]2[N:14]=[C:13]([NH:15][CH3:16])[CH:12]=[CH:11][N:10]=2)C=CN=1.[F:25][C:26]1[CH:31]=[CH:30][CH:29]=[CH:28][C:27]=1B(O)O.C([O-])([O-])=O.[Na+].[Na+]. Product: [F:25][C:26]1[CH:31]=[CH:30][CH:29]=[CH:28][C:27]=1[C:9]1[N:14]=[C:13]([N:15]([CH3:16])[C:13]2[CH:12]=[CH:11][N:10]=[C:9]([NH:8][CH2:17][CH2:18][C:19]3[CH:20]=[N:21][CH:22]=[CH:23][CH:24]=3)[N:14]=2)[CH:12]=[CH:11][N:10]=1. The catalyst class is: 628. (9) The catalyst class is: 498. Product: [CH:73]1([CH2:72][N:69]2[CH:70]=[CH:71][C:66]([N:10]3[CH2:9][CH2:8][CH:7]([C:1]4[CH:6]=[CH:5][CH:4]=[CH:3][CH:2]=4)[CH2:12][CH2:11]3)=[CH:67][C:68]2=[O:76])[CH2:74][CH2:75]1. Reactant: [C:1]1([CH:7]2[CH2:12][CH2:11][NH:10][CH2:9][CH2:8]2)[CH:6]=[CH:5][CH:4]=[CH:3][CH:2]=1.CC(C)([O-])C.[Na+].C1C=CC(P(C2C(C3C(P(C4C=CC=CC=4)C4C=CC=CC=4)=CC=C4C=3C=CC=C4)=C3C(C=CC=C3)=CC=2)C2C=CC=CC=2)=CC=1.Br[C:66]1[CH:71]=[CH:70][N:69]([CH2:72][CH:73]2[CH2:75][CH2:74]2)[C:68](=[O:76])[CH:67]=1.